Dataset: Catalyst prediction with 721,799 reactions and 888 catalyst types from USPTO. Task: Predict which catalyst facilitates the given reaction. (1) Reactant: [Cl:1][C:2]1[CH:9]=[CH:8][C:5]([CH2:6][OH:7])=[CH:4][C:3]=1[N+:10]([O-:12])=[O:11].C(N(CC)CC)C.[CH3:20][S:21](Cl)(=[O:23])=[O:22]. Product: [S:21]([O:7][CH2:6][C:5]1[CH:8]=[CH:9][C:2]([Cl:1])=[C:3]([N+:10]([O-:12])=[O:11])[CH:4]=1)(=[O:23])(=[O:22])[CH3:20]. The catalyst class is: 124. (2) Reactant: P([O-])([O-])([O-])=O.[K+].[K+].[K+].C1(P(C2C=CC=CC=2)C2C=CC=CC=2)C=CC=CC=1.[Cl:28][C:29]1[CH:34]=[CH:33][C:32]([Cl:35])=[CH:31][C:30]=1I.[F:37][C:38]1[CH:39]=[CH:40][C:41]([OH:47])=[C:42](B(O)O)[CH:43]=1. Product: [Cl:28][C:29]1[CH:34]=[CH:33][C:32]([Cl:35])=[CH:31][C:30]=1[C:40]1[C:41]([OH:47])=[CH:42][CH:43]=[C:38]([F:37])[CH:39]=1. The catalyst class is: 167.